From a dataset of Full USPTO retrosynthesis dataset with 1.9M reactions from patents (1976-2016). Predict the reactants needed to synthesize the given product. (1) Given the product [F:34][C:2]1([F:1])[O:6][C:5]2[CH:7]=[CH:8][C:9]([C:11]3([C:14]([NH:16][C@H:17]4[CH2:22][CH2:21][O:20][C@@H:19]([C:23]5[CH:32]=[CH:31][C:26]([C:27]([OH:29])=[O:28])=[CH:25][C:24]=5[CH3:33])[CH2:18]4)=[O:15])[CH2:12][CH2:13]3)=[CH:10][C:4]=2[O:3]1, predict the reactants needed to synthesize it. The reactants are: [F:1][C:2]1([F:34])[O:6][C:5]2[CH:7]=[CH:8][C:9]([C:11]3([C:14]([NH:16][C@H:17]4[CH2:22][CH2:21][O:20][C@@H:19]([C:23]5[CH:32]=[CH:31][C:26]([C:27]([O:29]C)=[O:28])=[CH:25][C:24]=5[CH3:33])[CH2:18]4)=[O:15])[CH2:13][CH2:12]3)=[CH:10][C:4]=2[O:3]1.[OH-].[Na+]. (2) Given the product [Cl:1][C:2]1[CH:3]=[C:4]([N:10]2[C@@H:18]([CH:19]3[CH2:23][CH2:22][CH2:21][CH2:20]3)[C@@H:17]3[C:12]([C:13]4[CH:27]=[CH:26][C:25]([C:28]([NH:73][CH2:72][CH2:70][OH:71])=[O:30])=[CH:24][C:14]=4[CH2:15][CH2:16]3)=[N:11]2)[CH:5]=[CH:6][C:7]=1[C:8]#[N:9], predict the reactants needed to synthesize it. The reactants are: [Cl:1][C:2]1[CH:3]=[C:4]([N:10]2[C@@H:18]([CH:19]3[CH2:23][CH2:22][CH2:21][CH2:20]3)[C@@H:17]3[C:12]([C:13]4[CH:27]=[CH:26][C:25]([C:28]([OH:30])=O)=[CH:24][C:14]=4[CH2:15][CH2:16]3)=[N:11]2)[CH:5]=[CH:6][C:7]=1[C:8]#[N:9].ON1C2C=CC=CC=2N=N1.C(N(CC)CC)C.F[B-](F)(F)F.N1(OC(N(C)C)=[N+](C)C)C2C=CC=CC=2N=N1.[CH2:70]([CH2:72][NH2:73])[OH:71]. (3) Given the product [C:1]([O:4][CH2:5][C:6]1[C:7]([N:13]2[CH2:24][CH2:23][C:22]3[C:21]4[CH2:20][C:19]([CH3:26])([CH3:25])[CH2:18][C:17]=4[S:16][C:15]=3[C:14]2=[O:27])=[N:8][CH:9]=[CH:10][C:11]=1[B:31]1[O:32][C:33]([CH3:35])([CH3:34])[C:29]([CH3:45])([CH3:28])[O:30]1)(=[O:3])[CH3:2], predict the reactants needed to synthesize it. The reactants are: [C:1]([O:4][CH2:5][C:6]1[C:7]([N:13]2[CH2:24][CH2:23][C:22]3[C:21]4[CH2:20][C:19]([CH3:26])([CH3:25])[CH2:18][C:17]=4[S:16][C:15]=3[C:14]2=[O:27])=[N:8][CH:9]=[CH:10][C:11]=1Cl)(=[O:3])[CH3:2].[CH3:28][C:29]1([CH3:45])[C:33]([CH3:35])([CH3:34])[O:32][B:31]([B:31]2[O:32][C:33]([CH3:35])([CH3:34])[C:29]([CH3:45])([CH3:28])[O:30]2)[O:30]1.CC(C1C=C(C(C)C)C(C2C=CC=CC=2P(C2CCCCC2)C2CCCCC2)=C(C(C)C)C=1)C.C([O-])(=O)C.[K+].